From a dataset of Catalyst prediction with 721,799 reactions and 888 catalyst types from USPTO. Predict which catalyst facilitates the given reaction. (1) Reactant: [Cl:1][CH2:2][CH2:3][CH2:4][C:5]1([C:20]([O:22]C)=[O:21])[C:18](=[O:19])[N:8]2[C@@H:9]([C:12]3[CH:17]=[CH:16][CH:15]=[CH:14][CH:13]=3)[O:10][CH2:11][C@@H:7]2[CH2:6]1.O[Li].O. Product: [Cl:1][CH2:2][CH2:3][CH2:4][C:5]1([C:20]([OH:22])=[O:21])[C:18](=[O:19])[N:8]2[C@@H:9]([C:12]3[CH:13]=[CH:14][CH:15]=[CH:16][CH:17]=3)[O:10][CH2:11][C@@H:7]2[CH2:6]1. The catalyst class is: 20. (2) Reactant: [N+:1]([C:4]1[CH:9]=[CH:8][C:7]([CH:10]=[CH:11][CH:12]=[O:13])=[CH:6][CH:5]=1)([O-:3])=[O:2].O.C1(C)C=CC(S(O)(=O)=O)=CC=1.[CH3:26][C:27]([CH3:32])([CH2:30]O)[CH2:28][OH:29].C(=O)(O)[O-].[Na+]. Product: [CH3:26][C:27]1([CH3:32])[CH2:28][O:29][CH:12]([CH:11]=[CH:10][C:7]2[CH:6]=[CH:5][C:4]([N+:1]([O-:3])=[O:2])=[CH:9][CH:8]=2)[O:13][CH2:30]1. The catalyst class is: 48. (3) Reactant: [NH2:1][C:2]1[CH:3]=[C:4]([CH:19]=[CH:20][CH:21]=1)[O:5][C:6]1[CH:18]=[CH:17][C:9]2[N:10]=[C:11]([NH:13][C:14](=[O:16])[CH3:15])[S:12][C:8]=2[CH:7]=1.[CH3:22][C:23]([C:27]1[CH:28]=[C:29]([CH:33]=[CH:34][CH:35]=1)[C:30](O)=[O:31])([CH3:26])[C:24]#[CH:25].O1CCCC1.C(Cl)(=O)C(Cl)=O. Product: [C:14]([NH:13][C:11]1[S:12][C:8]2[CH:7]=[C:6]([O:5][C:4]3[CH:3]=[C:2]([NH:1][C:30](=[O:31])[C:29]4[CH:33]=[CH:34][CH:35]=[C:27]([C:23]([CH3:22])([CH3:26])[C:24]#[CH:25])[CH:28]=4)[CH:21]=[CH:20][CH:19]=3)[CH:18]=[CH:17][C:9]=2[N:10]=1)(=[O:16])[CH3:15]. The catalyst class is: 9. (4) The catalyst class is: 24. Reactant: [CH:1]1([NH2:8])[CH2:6][CH2:5][CH2:4][CH2:3][CH:2]1[NH2:7].Cl.[Br:10][C:11]1[CH:21]=[CH:20][C:14]([C:15](=N)OCC)=[CH:13][CH:12]=1.C([O-])([O-])=O.[Na+].[Na+]. Product: [Br:10][C:11]1[CH:21]=[CH:20][C:14]([C:15]2[NH:8][CH:1]3[CH2:6][CH2:5][CH2:4][CH2:3][CH:2]3[N:7]=2)=[CH:13][CH:12]=1. (5) Reactant: [NH2:1][C:2]1[C:3]([Cl:12])=[CH:4][C:5]([Cl:11])=[C:6]([CH:10]=1)[C:7]([OH:9])=[O:8].[N:13]([O-])=O.[Na+].[Sn](Cl)Cl. Product: [Cl:11][C:5]1[CH:4]=[C:3]([Cl:12])[C:2]([NH:1][NH2:13])=[CH:10][C:6]=1[C:7]([OH:9])=[O:8]. The catalyst class is: 126. (6) Reactant: [CH3:1][N:2]1[C:6](B(O)O)=[CH:5][CH:4]=[N:3]1.Br[C:11]1[CH:16]=[CH:15][C:14]([C:17]([F:20])([F:19])[F:18])=[CH:13][N:12]=1.C(=O)([O-])[O-].[Na+].[Na+]. Product: [CH3:1][N:2]1[C:6]([C:11]2[CH:16]=[CH:15][C:14]([C:17]([F:20])([F:19])[F:18])=[CH:13][N:12]=2)=[CH:5][CH:4]=[N:3]1. The catalyst class is: 600. (7) The catalyst class is: 3. Reactant: [C:1]([C:3]1[CH:8]=[CH:7][C:6]([C:9]2[CH:10]=[N:11][N:12]([C:15]3[CH:23]=[CH:22][C:18]([C:19](O)=[O:20])=[CH:17][N:16]=3)[C:13]=2[OH:14])=[C:5]([CH3:24])[CH:4]=1)#[N:2].[CH3:25][O:26][CH2:27][CH2:28][CH2:29][CH2:30][NH2:31].Cl.CN(C)CCCN=C=NCC.C(N(CC)CC)C.C1C=CC2N(O)N=NC=2C=1.[Cl-].[NH4+]. Product: [C:1]([C:3]1[CH:8]=[CH:7][C:6]([C:9]2[CH:10]=[N:11][N:12]([C:15]3[CH:23]=[CH:22][C:18]([C:19]([NH:31][CH2:30][CH2:29][CH2:28][CH2:27][O:26][CH3:25])=[O:20])=[CH:17][N:16]=3)[C:13]=2[OH:14])=[C:5]([CH3:24])[CH:4]=1)#[N:2]. (8) Reactant: [CH3:1][N:2]1[C:10]2[C:5](=[CH:6][CH:7]=[CH:8][CH:9]=2)[C:4](/[CH:11]=[C:12](\[NH:23][CH:24]=O)/[S:13]([C:16]2[CH:22]=[CH:21][C:19]([CH3:20])=[CH:18][CH:17]=2)(=[O:15])=[O:14])=[CH:3]1.C(N(CC)CC)C.P(Cl)(Cl)(Cl)=O.[Cl-].[NH4+]. Product: [N+:23](/[C:12](/[S:13]([C:16]1[CH:22]=[CH:21][C:19]([CH3:20])=[CH:18][CH:17]=1)(=[O:15])=[O:14])=[CH:11]\[C:4]1[C:5]2[C:10](=[CH:9][CH:8]=[CH:7][CH:6]=2)[N:2]([CH3:1])[CH:3]=1)#[C-:24]. The catalyst class is: 216. (9) Reactant: [CH3:1][Si:2]([CH3:39])([C:35]([CH3:38])([CH3:37])[CH3:36])[O:3][C@H:4]1[CH2:21][CH2:20][C@@:19]2([CH3:22])[CH:6]([C@@H:7]([O:31]C(=O)C)[CH2:8][C@@H:9]3[C@@H:18]2[CH2:17][CH2:16][C@@:14]2([CH3:15])[C@H:10]3[CH2:11][CH2:12][C@@H:13]2[O:23][Si:24]([CH3:30])([CH3:29])[C:25]([CH3:28])([CH3:27])[CH3:26])[CH2:5]1.[CH3:40][Si:41]([CH3:78])([C:74]([CH3:77])([CH3:76])[CH3:75])[O:42][C@@H:43]1[CH2:60][CH2:59][C@@:58]2([CH3:61])[CH:45]([C@@H:46]([O:70]C(=O)C)[CH2:47][C@@H:48]3[C@@H:57]2[CH2:56][CH2:55][C@@:53]2([CH3:54])[C@H:49]3[CH2:50][CH2:51][C@@H:52]2[O:62][Si:63]([CH3:69])([CH3:68])[C:64]([CH3:67])([CH3:66])[CH3:65])[CH2:44]1.C([O-])([O-])=O.[K+].[K+]. Product: [CH3:39][Si:2]([CH3:1])([C:35]([CH3:38])([CH3:37])[CH3:36])[O:3][C@H:4]1[CH2:21][CH2:20][C@@:19]2([CH3:22])[CH:6]([C@@H:7]([OH:31])[CH2:8][C@@H:9]3[C@@H:18]2[CH2:17][CH2:16][C@@:14]2([CH3:15])[C@H:10]3[CH2:11][CH2:12][C@@H:13]2[O:23][Si:24]([CH3:29])([CH3:30])[C:25]([CH3:26])([CH3:27])[CH3:28])[CH2:5]1.[CH3:78][Si:41]([CH3:40])([C:74]([CH3:77])([CH3:76])[CH3:75])[O:42][C@@H:43]1[CH2:60][CH2:59][C@@:58]2([CH3:61])[CH:45]([C@@H:46]([OH:70])[CH2:47][C@@H:48]3[C@@H:57]2[CH2:56][CH2:55][C@@:53]2([CH3:54])[C@H:49]3[CH2:50][CH2:51][C@@H:52]2[O:62][Si:63]([CH3:68])([CH3:69])[C:64]([CH3:65])([CH3:66])[CH3:67])[CH2:44]1. The catalyst class is: 71.